From a dataset of Reaction yield outcomes from USPTO patents with 853,638 reactions. Predict the reaction yield, written as a fraction of the theoretical maximum amount of product (1.0 means a 100% yield; for example, 0.34 means a 34% yield). The reactants are Br[C:2]1[S:6][C:5]([CH3:7])=[C:4]([CH2:8][C:9]2[CH:14]=[CH:13][CH:12]=[C:11]([CH3:15])[CH:10]=2)[CH:3]=1.[Li]CCCC.CCCCCC.CN([CH:30]=[O:31])C. No catalyst specified. The product is [CH3:7][C:5]1[S:6][C:2]([CH:30]=[O:31])=[CH:3][C:4]=1[CH2:8][C:9]1[CH:14]=[CH:13][CH:12]=[C:11]([CH3:15])[CH:10]=1. The yield is 0.870.